This data is from Forward reaction prediction with 1.9M reactions from USPTO patents (1976-2016). The task is: Predict the product of the given reaction. (1) Given the reactants [Si:1]([O:8][C:9]1[CH:14]=[CH:13][C:12]([CH:15]([CH2:26][C:27]([O:29]C(C)(C)C)=[O:28])[C:16]([O:18][CH2:19][C:20]2[CH:25]=[CH:24][CH:23]=[CH:22][CH:21]=2)=[O:17])=[CH:11][CH:10]=1)([C:4]([CH3:7])([CH3:6])[CH3:5])([CH3:3])[CH3:2], predict the reaction product. The product is: [CH2:19]([O:18][C:16](=[O:17])[CH:15]([C:12]1[CH:13]=[CH:14][C:9]([O:8][Si:1]([C:4]([CH3:6])([CH3:5])[CH3:7])([CH3:3])[CH3:2])=[CH:10][CH:11]=1)[CH2:26][C:27]([OH:29])=[O:28])[C:20]1[CH:25]=[CH:24][CH:23]=[CH:22][CH:21]=1. (2) Given the reactants C([N:8]1[C:12]([CH:13]([OH:29])[CH2:14][CH2:15][CH:16]([C:23]2[CH:28]=[CH:27][CH:26]=[CH:25][CH:24]=2)[C:17]2[CH:22]=[CH:21][CH:20]=[CH:19][CH:18]=2)=[CH:11][N:10]=[CH:9]1)C1C=CC=CC=1, predict the reaction product. The product is: [NH:10]1[CH:11]=[C:12]([CH:13]([OH:29])[CH2:14][CH2:15][CH:16]([C:17]2[CH:22]=[CH:21][CH:20]=[CH:19][CH:18]=2)[C:23]2[CH:28]=[CH:27][CH:26]=[CH:25][CH:24]=2)[N:8]=[CH:9]1. (3) Given the reactants [CH3:1][O:2][C:3](=[O:28])[CH2:4][CH2:5][CH2:6][CH2:7][CH2:8][CH2:9][N:10]1[C:15](=[O:16])[CH2:14][CH2:13][CH2:12][CH:11]1/[CH:17]=[CH:18]/[CH:19]([OH:27])[CH2:20][C:21]1[CH:26]=[CH:25][CH:24]=[CH:23][CH:22]=1.[H][H], predict the reaction product. The product is: [CH3:1][O:2][C:3](=[O:28])[CH2:4][CH2:5][CH2:6][CH2:7][CH2:8][CH2:9][N:10]1[C:15](=[O:16])[CH2:14][CH2:13][CH2:12][CH:11]1[CH2:17][CH2:18][CH:19]([OH:27])[CH2:20][C:21]1[CH:26]=[CH:25][CH:24]=[CH:23][CH:22]=1. (4) Given the reactants [CH3:1][C@@H:2]1[NH:7][CH2:6][CH2:5][N:4]([S:8]([C:11]2[CH:16]=[CH:15][C:14]([C:17]([F:20])([F:19])[F:18])=[CH:13][CH:12]=2)(=[O:10])=[O:9])[CH2:3]1.[N:21]1[N:25]2[CH:26]=[CH:27][CH:28]=[N:29][C:24]2=[C:23]([C:30](O)=[O:31])[CH:22]=1.C1C=CC2N(O)N=NC=2C=1.O.CN(C(ON1N=NC2C=CC=CC1=2)=[N+](C)C)C.F[P-](F)(F)(F)(F)F.CCN(C(C)C)C(C)C, predict the reaction product. The product is: [CH3:1][C@H:2]1[CH2:3][N:4]([S:8]([C:11]2[CH:12]=[CH:13][C:14]([C:17]([F:20])([F:18])[F:19])=[CH:15][CH:16]=2)(=[O:9])=[O:10])[CH2:5][CH2:6][N:7]1[C:30]([C:23]1[CH:22]=[N:21][N:25]2[CH:26]=[CH:27][CH:28]=[N:29][C:24]=12)=[O:31]. (5) The product is: [CH2:21]([N:33]([CH3:30])[S:12]([C:7]1[CH:8]=[C:9]2[C:4](=[CH:5][CH:6]=1)[NH:3][C:2](=[O:1])[C:10]2=[O:11])(=[O:14])=[O:13])[C:22]1[CH:23]=[CH:24][CH:25]=[CH:26][CH:27]=1. Given the reactants [O:1]=[C:2]1[C:10](=[O:11])[C:9]2[C:4](=[CH:5][CH:6]=[C:7]([S:12](Cl)(=[O:14])=[O:13])[CH:8]=2)[NH:3]1.C1COCC1.[CH2:21](CN)[C:22]1[CH:27]=[CH:26][CH:25]=[CH:24][CH:23]=1.[CH:30]([N:33](CC)C(C)C)(C)C, predict the reaction product.